Task: Binary Classification. Given a T-cell receptor sequence (or CDR3 region) and an epitope sequence, predict whether binding occurs between them.. Dataset: TCR-epitope binding with 47,182 pairs between 192 epitopes and 23,139 TCRs The epitope is MMISAGFSL. The TCR CDR3 sequence is CASSLRDSPLHF. Result: 0 (the TCR does not bind to the epitope).